Dataset: Reaction yield outcomes from USPTO patents with 853,638 reactions. Task: Predict the reaction yield, written as a fraction of the theoretical maximum amount of product (1.0 means a 100% yield; for example, 0.34 means a 34% yield). (1) The reactants are FC(F)(F)C(O)=O.C(OC(=O)[NH:14][C:15]1[CH:16]=[N:17][C:18]2[C:23]([C:24]=1[O:25][CH2:26][C:27]1[CH:32]=[CH:31][CH:30]=[CH:29][CH:28]=1)=[N:22][C:21]([O:33][CH3:34])=[CH:20][CH:19]=2)(C)(C)C. The catalyst is ClCCl. The product is [CH2:26]([O:25][C:24]1[C:23]2[C:18](=[CH:19][CH:20]=[C:21]([O:33][CH3:34])[N:22]=2)[N:17]=[CH:16][C:15]=1[NH2:14])[C:27]1[CH:32]=[CH:31][CH:30]=[CH:29][CH:28]=1. The yield is 0.920. (2) The catalyst is C1COCC1.CO.O. The reactants are C([O:3][C:4](=[O:42])[CH2:5][CH2:6][O:7][CH2:8][C:9]1[CH:14]=[CH:13][CH:12]=[C:11]([CH3:15])[C:10]=1[C:16]1[CH:21]=[CH:20][CH:19]=[C:18]([S:22]([C:25]2[CH:29]=[C:28]([C:30]([NH:32][C:33]([O:35][C:36]([CH3:39])([CH3:38])[CH3:37])=[O:34])=[NH:31])[S:27][C:26]=2[S:40][CH3:41])(=[O:24])=[O:23])[CH:17]=1)C.O.[OH-].[Li+].Cl. The yield is 0.760. The product is [C:36]([O:35][C:33]([NH:32][C:30](=[NH:31])[C:28]1[S:27][C:26]([S:40][CH3:41])=[C:25]([S:22]([C:18]2[CH:17]=[C:16]([C:10]3[C:11]([CH3:15])=[CH:12][CH:13]=[CH:14][C:9]=3[CH2:8][O:7][CH2:6][CH2:5][C:4]([OH:42])=[O:3])[CH:21]=[CH:20][CH:19]=2)(=[O:24])=[O:23])[CH:29]=1)=[O:34])([CH3:39])([CH3:37])[CH3:38]. (3) The reactants are [N:1]([O-])=O.[Na+].[Cl:5][C:6]1[CH:12]=[CH:11][C:9]([NH2:10])=[CH:8][C:7]=1[F:13].Cl.C([O-])(=O)C.[K+].[CH3:20][CH:21](C(C)=O)[C:22]([O:24][CH2:25][CH3:26])=[O:23]. The catalyst is O.CO.C(O)C. The yield is 0.300. The product is [Cl:5][C:6]1[CH:12]=[CH:11][C:9]([NH:10][N:1]=[C:21]([CH3:20])[C:22]([O:24][CH2:25][CH3:26])=[O:23])=[CH:8][C:7]=1[F:13]. (4) The reactants are C([O-])([O-])=O.[Cs+].[Cs+].O=C1CCCCC1C(OCC)=O.[CH3:19][C:20]1[CH:21]=[CH:22][C:23](=[O:26])[NH:24][CH:25]=1.[F:27][C:28]1[CH:40]=[C:39](I)[CH:38]=[CH:37][C:29]=1[CH2:30][N:31]1[CH2:36][CH2:35][O:34][CH2:33][CH2:32]1. The catalyst is CS(C)=O.[Cu]I. The product is [F:27][C:28]1[CH:40]=[C:39]([N:24]2[CH:25]=[C:20]([CH3:19])[CH:21]=[CH:22][C:23]2=[O:26])[CH:38]=[CH:37][C:29]=1[CH2:30][N:31]1[CH2:32][CH2:33][O:34][CH2:35][CH2:36]1. The yield is 0.230. (5) The reactants are Br[C:2]1[CH:3]=[C:4]([N:8]2[C:16]3[C:11](=[CH:12][CH:13]=[CH:14][CH:15]=3)[C:10]([C:17]([O:19][CH3:20])=[O:18])=[N:9]2)[CH:5]=[CH:6][CH:7]=1.[C:21]([C@@:23]1([OH:30])[CH2:27][CH2:26][N:25]([CH3:28])[C:24]1=[O:29])#[CH:22]. No catalyst specified. The product is [OH:30][C@:23]1([C:21]#[C:22][C:2]2[CH:3]=[C:4]([N:8]3[C:16]4[C:11](=[CH:12][CH:13]=[CH:14][CH:15]=4)[C:10]([C:17]([O:19][CH3:20])=[O:18])=[N:9]3)[CH:5]=[CH:6][CH:7]=2)[CH2:27][CH2:26][N:25]([CH3:28])[C:24]1=[O:29]. The yield is 0.910. (6) The reactants are [CH:1]1([C:4]2[N:5]=[C:6]([C:9](Cl)=[O:10])[S:7][CH:8]=2)[CH2:3][CH2:2]1.[NH2:12][C:13]1[C:18]([Cl:19])=[C:17]([O:20][CH3:21])[CH:16]=[CH:15][C:14]=1[C:22](=[O:24])[CH3:23].O. The catalyst is O1CCOCC1. The product is [C:22]([C:14]1[C:13]([NH:12][C:9]([C:6]2[S:7][CH:8]=[C:4]([CH:1]3[CH2:3][CH2:2]3)[N:5]=2)=[O:10])=[C:18]([Cl:19])[C:17]([O:20][CH3:21])=[CH:16][CH:15]=1)(=[O:24])[CH3:23]. The yield is 0.660.